This data is from Reaction yield outcomes from USPTO patents with 853,638 reactions. The task is: Predict the reaction yield, written as a fraction of the theoretical maximum amount of product (1.0 means a 100% yield; for example, 0.34 means a 34% yield). (1) The reactants are [NH2:1][C:2]1[CH:3]=[C:4]([CH:21]=[CH:22][C:23]=1[CH3:24])[O:5][C:6]1[CH:7]=[CH:8][C:9]2[N:10]([N:12]=[C:13]([NH:15][C:16]([CH:18]3[CH2:20][CH2:19]3)=[O:17])[N:14]=2)[CH:11]=1.[CH3:25][CH:26]([CH3:31])[CH2:27][C:28](Cl)=[O:29]. The catalyst is CN(C)C(=O)C.C(=O)([O-])O.[Na+]. The product is [CH3:24][C:23]1[CH:22]=[CH:21][C:4]([O:5][C:6]2[CH:7]=[CH:8][C:9]3[N:10]([N:12]=[C:13]([NH:15][C:16]([CH:18]4[CH2:20][CH2:19]4)=[O:17])[N:14]=3)[CH:11]=2)=[CH:3][C:2]=1[NH:1][C:28](=[O:29])[CH2:27][CH:26]([CH3:31])[CH3:25]. The yield is 0.720. (2) The catalyst is CC(C)=O. The reactants are [C:1]([O:12][CH3:13])(=[O:11])[CH2:2][CH2:3][CH2:4][CH2:5][CH2:6][CH2:7][CH2:8][CH2:9][CH3:10].C(O)[C:15]1[CH:23]=[CH:22][C:20]([OH:21])=[C:17]([O:18][CH3:19])[CH:16]=1. The product is [C:1]([O:12][CH2:13][C:15]1[CH:23]=[CH:22][C:20]([OH:21])=[C:17]([O:18][CH3:19])[CH:16]=1)(=[O:11])[CH2:2][CH2:3][CH2:4][CH2:5][CH2:6][CH2:7][CH2:8][CH2:9][CH3:10]. The yield is 0.730. (3) The reactants are [O:1]=[C:2]1[NH:6][C:5]2[CH:7]=[CH:8][C:9]([CH:11]=[O:12])=[CH:10][C:4]=2[O:3]1.C(=O)([O-])[O-].[K+].[K+].Br[CH2:20][CH2:21][CH2:22][O:23][Si:24]([C:27]([CH3:30])([CH3:29])[CH3:28])([CH3:26])[CH3:25].CCOCC. The catalyst is CN(C=O)C. The product is [Si:24]([O:23][CH2:22][CH2:21][CH2:20][N:6]1[C:5]2[CH:7]=[CH:8][C:9]([CH:11]=[O:12])=[CH:10][C:4]=2[O:3][C:2]1=[O:1])([C:27]([CH3:28])([CH3:29])[CH3:30])([CH3:26])[CH3:25]. The yield is 0.890. (4) The reactants are [Cl-].[NH4+].C(O)(=O)C.[Br:7][C:8]1[CH:13]=[CH:12][C:11]([NH:14][C:15](=[O:18])[CH2:16][Cl:17])=[C:10]([N+:19]([O-])=O)[CH:9]=1.C(=O)([O-])[O-].[Na+].[Na+]. The catalyst is O.CN(C=O)C. The product is [NH2:19][C:10]1[CH:9]=[C:8]([Br:7])[CH:13]=[CH:12][C:11]=1[NH:14][C:15](=[O:18])[CH2:16][Cl:17]. The yield is 0.430. (5) The reactants are [C:1]([O:5][C:6]([N:8]1[CH2:12][CH2:11][CH2:10][CH:9]1[C:13]1[NH:14][C:15]([C:18]2[CH:19]=[CH:20][C:21]3[C:25]4[CH:26]=[CH:27][C:28](Br)=[CH:29][C:24]=4[S:23][C:22]=3[CH:31]=2)=[CH:16][N:17]=1)=[O:7])([CH3:4])([CH3:3])[CH3:2].C(OC([N:39]1[CH:44]([C:45]2[NH:49][C:48]3[CH:50]=[C:51](B4OC(C)(C)C(C)(C)O4)[CH:52]=[CH:53][C:47]=3[N:46]=2)[CH:43]2[CH2:63][CH:40]1[CH2:41][CH2:42]2)=O)(C)(C)C.[C:64](=[O:67])([O-:66])[O-].[K+].[K+]. The catalyst is COCCOC.C(OCC)(=O)C.C1C=CC(P(C2C=CC=CC=2)[C-]2C=CC=C2)=CC=1.C1C=CC(P(C2C=CC=CC=2)[C-]2C=CC=C2)=CC=1.Cl[Pd]Cl.[Fe+2].C1C=CC([P]([Pd]([P](C2C=CC=CC=2)(C2C=CC=CC=2)C2C=CC=CC=2)([P](C2C=CC=CC=2)(C2C=CC=CC=2)C2C=CC=CC=2)[P](C2C=CC=CC=2)(C2C=CC=CC=2)C2C=CC=CC=2)(C2C=CC=CC=2)C2C=CC=CC=2)=CC=1. The product is [C:1]([O:66][C:64]([N:39]1[CH:44]([C:45]2[NH:46][C:47]3[CH:53]=[C:52]([C:28]4[CH:27]=[CH:26][C:25]5[C:21]6[CH:20]=[CH:19][C:18]([C:15]7[NH:14][C:13]([CH:9]8[CH2:10][CH2:11][CH2:12][N:8]8[C:6]([O:5][C:1]([CH3:4])([CH3:3])[CH3:2])=[O:7])=[N:17][CH:16]=7)=[CH:31][C:22]=6[S:23][C:24]=5[CH:29]=4)[CH:51]=[CH:50][C:48]=3[N:49]=2)[CH:43]2[CH2:63][CH:40]1[CH2:41][CH2:42]2)=[O:67])([CH3:4])([CH3:3])[CH3:2]. The yield is 0.700. (6) The product is [CH3:29][N:30]1[C:2]2[C:11]3[CH:10]=[CH:9][CH:8]=[N:7][C:6]=3[N:5]([C:12]3[CH:17]=[CH:16][CH:15]=[CH:14][CH:13]=3)[C:4](=[O:18])[C:3]=2[C:19]([CH2:20][CH2:21][C:22]2[CH:27]=[CH:26][N:25]=[CH:24][CH:23]=2)=[N:31]1. The catalyst is C(O)C. The yield is 0.920. The reactants are O[C:2]1[C:11]2[C:6](=[N:7][CH:8]=[CH:9][CH:10]=2)[N:5]([C:12]2[CH:17]=[CH:16][CH:15]=[CH:14][CH:13]=2)[C:4](=[O:18])[C:3]=1[C:19](=O)[CH2:20][CH2:21][C:22]1[CH:27]=[CH:26][N:25]=[CH:24][CH:23]=1.[CH3:29][NH:30][NH2:31]. (7) The reactants are [C:1]1([S:7]([N:10]2[C:14]3[CH:15]=[N:16][C:17]([C:30]#[N:31])=[C:18]([O:19][CH:20]4[CH2:25][CH2:24][N:23]([CH2:26][CH:27]([F:29])[F:28])[CH2:22][CH2:21]4)[C:13]=3[C:12]3[CH:32]=[C:33](Br)[CH:34]=[N:35][C:11]2=3)(=[O:9])=[O:8])[CH:6]=[CH:5][CH:4]=[CH:3][CH:2]=1. The catalyst is [Pd].ClCCl. The product is [C:1]1([S:7]([N:10]2[C:14]3[CH:15]=[N:16][C:17]([C:30]#[N:31])=[C:18]([O:19][CH:20]4[CH2:21][CH2:22][N:23]([CH2:26][CH:27]([F:28])[F:29])[CH2:24][CH2:25]4)[C:13]=3[C:12]3[CH:32]=[CH:33][CH:34]=[N:35][C:11]2=3)(=[O:9])=[O:8])[CH:2]=[CH:3][CH:4]=[CH:5][CH:6]=1. The yield is 0.320.